Regression. Given two drug SMILES strings and cell line genomic features, predict the synergy score measuring deviation from expected non-interaction effect. From a dataset of NCI-60 drug combinations with 297,098 pairs across 59 cell lines. (1) Drug 1: CCC1=C2CN3C(=CC4=C(C3=O)COC(=O)C4(CC)O)C2=NC5=C1C=C(C=C5)O. Drug 2: C1CNP(=O)(OC1)N(CCCl)CCCl. Cell line: A498. Synergy scores: CSS=17.5, Synergy_ZIP=-3.66, Synergy_Bliss=3.81, Synergy_Loewe=2.20, Synergy_HSA=2.21. (2) Drug 1: CC(C)(C#N)C1=CC(=CC(=C1)CN2C=NC=N2)C(C)(C)C#N. Drug 2: CN(C(=O)NC(C=O)C(C(C(CO)O)O)O)N=O. Cell line: NCI-H522. Synergy scores: CSS=0.648, Synergy_ZIP=4.49, Synergy_Bliss=-1.81, Synergy_Loewe=-1.32, Synergy_HSA=-1.40. (3) Drug 1: COC1=CC(=CC(=C1O)OC)C2C3C(COC3=O)C(C4=CC5=C(C=C24)OCO5)OC6C(C(C7C(O6)COC(O7)C8=CC=CS8)O)O. Drug 2: C1CC(=O)NC(=O)C1N2C(=O)C3=CC=CC=C3C2=O. Cell line: RPMI-8226. Synergy scores: CSS=54.8, Synergy_ZIP=4.64, Synergy_Bliss=8.33, Synergy_Loewe=-28.7, Synergy_HSA=8.16.